Dataset: CYP2C9 inhibition data for predicting drug metabolism from PubChem BioAssay. Task: Regression/Classification. Given a drug SMILES string, predict its absorption, distribution, metabolism, or excretion properties. Task type varies by dataset: regression for continuous measurements (e.g., permeability, clearance, half-life) or binary classification for categorical outcomes (e.g., BBB penetration, CYP inhibition). Dataset: cyp2c9_veith. (1) The drug is CCNc1ncc2nc(-c3ccc(Cl)cc3)c(=O)n(-c3ccccc3)c2n1. The result is 0 (non-inhibitor). (2) The compound is CCC(=O)N(c1ccccc1)C1CCN(CCc2ccc(N=C=S)cc2)CC1. The result is 0 (non-inhibitor). (3) The compound is O=C1c2ccccc2C(=O)c2c(Nc3ccc4c5c(cccc35)C(=O)c3ccccc3-4)cccc21. The result is 0 (non-inhibitor). (4) The compound is Cl.O=c1oc2ccccc2c(O)c1/C=N/c1nc(-c2ccc(O)c(O)c2)cs1. The result is 0 (non-inhibitor). (5) The molecule is Cc1ccc(S(=O)(=O)O[C@H]2CN3CCC2CC3)cc1. The result is 0 (non-inhibitor). (6) The compound is Cc1cccc(NC(=S)NC2CC3CCCC(C2)N3Cc2cccs2)c1. The result is 0 (non-inhibitor). (7) The molecule is CC(=O)c1cc(NC(=O)c2ccccc2)c(=O)oc1/C=C/N(C)C. The result is 0 (non-inhibitor).